From a dataset of Full USPTO retrosynthesis dataset with 1.9M reactions from patents (1976-2016). Predict the reactants needed to synthesize the given product. (1) The reactants are: C[O:2][C:3]([C@@H:5]1[CH2:9][C@@H:8]([S:10]([C:13]2[CH:18]=[CH:17][CH:16]=[CH:15][C:14]=2[Cl:19])(=[O:12])=[O:11])[CH2:7][N:6]1[C:20]1[N:21]([CH2:26][C:27]2[CH:32]=[CH:31][CH:30]=[CH:29][CH:28]=2)[N:22]=[C:23]([CH3:25])[CH:24]=1)=[O:4].[OH-].[Li+]. Given the product [CH2:26]([N:21]1[C:20]([N:6]2[CH2:7][C@H:8]([S:10]([C:13]3[CH:18]=[CH:17][CH:16]=[CH:15][C:14]=3[Cl:19])(=[O:11])=[O:12])[CH2:9][C@H:5]2[C:3]([OH:4])=[O:2])=[CH:24][C:23]([CH3:25])=[N:22]1)[C:27]1[CH:28]=[CH:29][CH:30]=[CH:31][CH:32]=1, predict the reactants needed to synthesize it. (2) Given the product [CH3:1][C:2]1[CH:7]=[C:6]([C:8]2[CH:9]=[CH:10][C:11]3[N:18]4[CH2:19][C@H:14]([CH2:15][CH2:16][CH2:17]4)[N:13]([C:32]([NH:46][C:41]4[CH:42]=[N:43][CH:44]=[CH:45][N:40]=4)=[O:38])[C:12]=3[N:20]=2)[CH:5]=[CH:4][N:3]=1, predict the reactants needed to synthesize it. The reactants are: [CH3:1][C:2]1[CH:7]=[C:6]([C:8]2[CH:9]=[CH:10][C:11]3[N:18]4[CH2:19][C@H:14]([CH2:15][CH2:16][CH2:17]4)[NH:13][C:12]=3[N:20]=2)[CH:5]=[CH:4][N:3]=1.C(N(CC)CC)C.ClC(Cl)(O[C:32](=[O:38])OC(Cl)(Cl)Cl)Cl.[N:40]1[CH:45]=[CH:44][N:43]=[CH:42][C:41]=1[NH2:46]. (3) Given the product [CH3:15][N:16]([CH2:11][CH:10]([OH:12])[CH2:9][O:8][C:7]1[CH:13]=[CH:14][C:4]([N+:1]([O-:3])=[O:2])=[CH:5][CH:6]=1)[CH3:17], predict the reactants needed to synthesize it. The reactants are: [N+:1]([C:4]1[CH:14]=[CH:13][C:7]([O:8][CH2:9][CH:10]2[O:12][CH2:11]2)=[CH:6][CH:5]=1)([O-:3])=[O:2].[CH3:15][NH:16][CH3:17].